The task is: Predict the reactants needed to synthesize the given product.. This data is from Full USPTO retrosynthesis dataset with 1.9M reactions from patents (1976-2016). (1) Given the product [CH3:11][NH:10][C:8](=[O:9])[C:7]1[CH:12]=[CH:13][C:4]([C:3]([OH:14])=[O:2])=[CH:5][CH:6]=1, predict the reactants needed to synthesize it. The reactants are: C[O:2][C:3](=[O:14])[C:4]1[CH:13]=[CH:12][C:7]([C:8]([NH:10][CH3:11])=[O:9])=[CH:6][CH:5]=1.C(=O)([O-])[O-].[K+].[K+]. (2) Given the product [CH3:1][C:2]([NH:10][CH2:25][CH2:24][CH2:23][CH2:22][N:13]1[C:14](=[O:21])[C:15]2[C:20](=[CH:19][CH:18]=[CH:17][CH:16]=2)[C:12]1=[O:11])([C:4]1[CH:9]=[CH:8][CH:7]=[CH:6][N:5]=1)[CH3:3], predict the reactants needed to synthesize it. The reactants are: [CH3:1][C:2]([NH2:10])([C:4]1[CH:9]=[CH:8][CH:7]=[CH:6][N:5]=1)[CH3:3].[O:11]=[C:12]1[C:20]2[C:15](=[CH:16][CH:17]=[CH:18][CH:19]=2)[C:14](=[O:21])[N:13]1[CH2:22][CH2:23][CH2:24][CH:25]=O.[BH-](OC(C)=O)(OC(C)=O)OC(C)=O.[Na+]. (3) Given the product [CH2:1]([O:8][CH:9]([CH2:13][C:14]1[CH:19]=[CH:18][CH:17]=[CH:16][C:15]=1[CH3:20])[CH2:10][CH2:11][OH:12])[C:2]1[CH:3]=[CH:4][CH:5]=[CH:6][CH:7]=1, predict the reactants needed to synthesize it. The reactants are: [CH2:1]([O:8][CH:9]([CH2:13][C:14]1[CH:19]=[CH:18][CH:17]=[CH:16][C:15]=1[CH3:20])[CH2:10][CH:11]=[O:12])[C:2]1[CH:7]=[CH:6][CH:5]=[CH:4][CH:3]=1.[BH4-].[Na+]. (4) Given the product [NH:1]([C:4]1[N:5]=[N:6][C:7]([NH:10][NH2:11])=[N:8][N:9]=1)[NH2:2], predict the reactants needed to synthesize it. The reactants are: [N:1]([C:4]1[N:5]=[N:6][C:7]([N:10]=[N+:11]=[N-])=[N:8][N:9]=1)=[N+:2]=[N-].CC1C=C(C)N(C2N=NC(N3C(C)=CC(C)=N3)=NN=2)N=1.NN.O.